This data is from Full USPTO retrosynthesis dataset with 1.9M reactions from patents (1976-2016). The task is: Predict the reactants needed to synthesize the given product. (1) Given the product [F:1][C:2]1[CH:19]=[C:18]([CH3:20])[CH:17]=[CH:16][C:3]=1[NH:4][C:5]1[C:6]([C:13]([O:15][C:26]2[C:27]([F:36])=[C:28]([F:35])[C:29]([F:34])=[C:30]([F:33])[C:31]=2[F:32])=[O:14])=[CH:7][N:8]([CH3:12])[C:9](=[O:11])[CH:10]=1, predict the reactants needed to synthesize it. The reactants are: [F:1][C:2]1[CH:19]=[C:18]([CH3:20])[CH:17]=[CH:16][C:3]=1[NH:4][C:5]1[C:6]([C:13]([OH:15])=[O:14])=[CH:7][N:8]([CH3:12])[C:9](=[O:11])[CH:10]=1.FC(F)(F)C(O[C:26]1[C:31]([F:32])=[C:30]([F:33])[C:29]([F:34])=[C:28]([F:35])[C:27]=1[F:36])=O.N1C=CC=CC=1. (2) Given the product [C:34]1([C:32]2[N:31]=[C:30]([C:40]3[CH:41]=[CH:42][CH:43]=[CH:44][CH:45]=3)[N:29]=[C:28]([C:25]3[CH:24]=[CH:23][C:22]4[C:21]5[C:16](=[CH:17][CH:18]=[CH:19][CH:20]=5)[CH:15]([CH:5]5[C:51]6[CH:52]=[C:47]([NH:46][C:59]7[CH:64]=[CH:63][CH:62]=[CH:61][CH:60]=7)[CH:48]=[CH:49][C:50]=6[C:3]6[C:4]5=[CH:12][CH:13]=[CH:14][CH:2]=6)[C:27]=4[CH:26]=3)[N:33]=2)[CH:35]=[CH:36][CH:37]=[CH:38][CH:39]=1, predict the reactants needed to synthesize it. The reactants are: Br[C:2]1[CH:14]=[CH:13][C:12]2C3C(=CC=CC=3)[CH:5]([CH:15]3[C:27]4[CH:26]=[C:25]([C:28]5[N:33]=[C:32]([C:34]6[CH:39]=[CH:38][CH:37]=[CH:36][CH:35]=6)[N:31]=[C:30]([C:40]6[CH:45]=[CH:44][CH:43]=[CH:42][CH:41]=6)[N:29]=5)[CH:24]=[CH:23][C:22]=4[C:21]4[C:16]3=[CH:17][CH:18]=[CH:19][CH:20]=4)[C:4]=2[CH:3]=1.[NH2:46][C:47]1[CH:52]=[CH:51][CH:50]=[CH:49][CH:48]=1.CC(C)([O-])C.[Na+].[C:59]1(C)[CH:64]=[CH:63][CH:62]=[CH:61][CH:60]=1. (3) Given the product [CH3:1][C:2]1[C:14]2[C:13](=[O:15])[C:12]3[C:7](=[CH:8][CH:9]=[CH:10][CH:11]=3)[C:6]=2[CH:5]=[CH:4][CH:3]=1.[CH3:1][C:2]1[C:14]2[CH2:13][C:12]3[C:7](=[CH:8][CH:9]=[CH:10][CH:11]=3)[C:6]=2[CH:5]=[CH:4][CH:3]=1, predict the reactants needed to synthesize it. The reactants are: [CH3:1][C:2]1[C:14]2[C:13](=[O:15])[C:12]3[C:7](=[CH:8][CH:9]=[CH:10][CH:11]=3)[C:6]=2[CH:5]=[CH:4][CH:3]=1.I.[OH-].[Na+].